Dataset: Full USPTO retrosynthesis dataset with 1.9M reactions from patents (1976-2016). Task: Predict the reactants needed to synthesize the given product. (1) Given the product [Cl:21][C:16]1[CH:17]=[CH:18][CH:19]=[CH:20][C:15]=1[S:12]([N:9]1[CH2:10][CH2:11][C:6]2([C:4](=[O:3])[N:36]([C:35]3[CH:37]=[CH:38][C:32]([CH2:30][CH3:31])=[CH:33][CH:34]=3)[CH2:23][CH2:22]2)[CH2:7][CH2:8]1)(=[O:14])=[O:13], predict the reactants needed to synthesize it. The reactants are: C([O:3][C:4]([C:6]1([CH2:22][CH2:23]OC)[CH2:11][CH2:10][N:9]([S:12]([C:15]2[CH:20]=[CH:19][CH:18]=[CH:17][C:16]=2[Cl:21])(=[O:14])=[O:13])[CH2:8][CH2:7]1)=O)C.[Cl-].C[Al+]C.[CH2:30]([C:32]1[CH:38]=[CH:37][C:35]([NH2:36])=[CH:34][CH:33]=1)[CH3:31]. (2) Given the product [CH3:34][C:11]1[N:10]([S:7]([C:1]2[CH:2]=[CH:3][CH:4]=[CH:5][CH:6]=2)(=[O:9])=[O:8])[C:14]2=[N:15][CH:16]=[CH:17][C:18]([C:19]3[CH:20]=[CH:21][C:22]([S:25]([N:28]4[CH2:32][CH2:31][CH2:30][CH2:29]4)(=[O:26])=[O:27])=[CH:23][CH:24]=3)=[C:13]2[CH:12]=1, predict the reactants needed to synthesize it. The reactants are: [C:1]1([S:7]([N:10]2[C:14]3=[N:15][CH:16]=[CH:17][C:18]([C:19]4[CH:24]=[CH:23][C:22]([S:25]([N:28]5[CH2:32][CH2:31][CH2:30][CH2:29]5)(=[O:27])=[O:26])=[CH:21][CH:20]=4)=[C:13]3[CH:12]=[CH:11]2)(=[O:9])=[O:8])[CH:6]=[CH:5][CH:4]=[CH:3][CH:2]=1.[Li+].[CH3:34]C([N-]C(C)C)C.CCCCCCC.C1COCC1.C(C1C=CC=CC=1)C.CI. (3) Given the product [CH3:4][O:5][CH2:6][C:7]1[CH:8]=[C:9]([NH2:10])[NH:2][N:3]=1, predict the reactants needed to synthesize it. The reactants are: O.[NH2:2][NH2:3].[CH3:4][O:5][CH2:6][C:7](=O)[CH2:8][C:9]#[N:10].